This data is from Full USPTO retrosynthesis dataset with 1.9M reactions from patents (1976-2016). The task is: Predict the reactants needed to synthesize the given product. (1) Given the product [CH3:15][C:14]([NH:17][C:20]1[C:21]([CH3:40])=[N:22][C:23]2[C:28](=[C:27]([C:30]3[NH:38][C:37]4[CH2:36][CH2:35][NH:34][C:33](=[O:39])[C:32]=4[CH:31]=3)[CH:26]=[CH:25][CH:24]=2)[N:29]=1)([CH3:16])[C:13]([O:12][CH3:11])=[O:18], predict the reactants needed to synthesize it. The reactants are: CCN(C(C)C)C(C)C.Cl.[CH3:11][O:12][C:13](=[O:18])[C:14]([NH2:17])([CH3:16])[CH3:15].F[C:20]1[C:21]([CH3:40])=[N:22][C:23]2[C:28]([N:29]=1)=[C:27]([C:30]1[NH:38][C:37]3[CH2:36][CH2:35][NH:34][C:33](=[O:39])[C:32]=3[CH:31]=1)[CH:26]=[CH:25][CH:24]=2. (2) Given the product [CH:45]1([N:50]2[CH2:51][CH2:52][N:53]([C:4]([CH:6]3[CH2:7][CH2:8][CH:9]([NH:12][C:13]4[CH:18]=[CH:17][CH:16]=[CH:15][C:14]=4[F:19])[CH2:10][CH2:11]3)=[O:5])[CH2:54][CH2:55]2)[CH2:46][CH2:47][CH2:48][CH2:49]1, predict the reactants needed to synthesize it. The reactants are: C(O[C:4]([CH:6]1[CH2:11][CH2:10][CH:9]([NH:12][C:13]2[CH:18]=[CH:17][CH:16]=[CH:15][C:14]=2[F:19])[CH2:8][CH2:7]1)=[O:5])C.O[Li].O.CN(C(ON1N=NC2C=CC=CC1=2)=[N+](C)C)C.[B-](F)(F)(F)F.[CH:45]1([N:50]2[CH2:55][CH2:54][NH:53][CH2:52][CH2:51]2)[CH2:49][CH2:48][CH2:47][CH2:46]1. (3) Given the product [CH2:13]([N:20]([CH2:11]/[CH:10]=[CH:9]/[C:4]1[CH:3]=[C:2]([F:1])[CH:7]=[C:6]([F:8])[CH:5]=1)[CH2:21][CH2:22][C:23]#[N:24])[C:14]1[CH:19]=[CH:18][CH:17]=[CH:16][CH:15]=1, predict the reactants needed to synthesize it. The reactants are: [F:1][C:2]1[CH:3]=[C:4](/[CH:9]=[CH:10]/[CH:11]=O)[CH:5]=[C:6]([F:8])[CH:7]=1.[CH2:13]([NH:20][CH2:21][CH2:22][C:23]#[N:24])[C:14]1[CH:19]=[CH:18][CH:17]=[CH:16][CH:15]=1.[BH-](OC(C)=O)(OC(C)=O)OC(C)=O.[Na+].CC(O)=O. (4) Given the product [CH3:1][C:2]1[C:10]2[C:5](=[CH:6][C:7]([O:11][CH2:13][C:14]3[S:18][C:17]([C:19]4[CH:20]=[CH:21][C:22]([C:25]([F:28])([F:26])[F:27])=[CH:23][CH:24]=4)=[N:16][C:15]=3[CH3:29])=[CH:8][CH:9]=2)[NH:4][CH:3]=1, predict the reactants needed to synthesize it. The reactants are: [CH3:1][C:2]1[C:10]2[C:5](=[CH:6][C:7]([OH:11])=[CH:8][CH:9]=2)[NH:4][CH:3]=1.Cl[CH2:13][C:14]1[S:18][C:17]([C:19]2[CH:24]=[CH:23][C:22]([C:25]([F:28])([F:27])[F:26])=[CH:21][CH:20]=2)=[N:16][C:15]=1[CH3:29].C(=O)([O-])[O-].[Cs+].[Cs+]. (5) Given the product [CH3:1][S:2]([C:5]1[CH:6]=[CH:7][C:8]([O:14][CH:15]([CH3:20])[C:16]([F:19])([F:18])[F:17])=[C:9]([C:10]([N:39]2[CH2:38][CH2:37][N:36]([C:34]3[S:35][C:31]([S:28]([C:24]4[CH:23]=[N:22][CH:27]=[CH:26][CH:25]=4)(=[O:30])=[O:29])=[CH:32][N:33]=3)[CH2:41][CH2:40]2)=[O:12])[CH:13]=1)(=[O:3])=[O:4], predict the reactants needed to synthesize it. The reactants are: [CH3:1][S:2]([C:5]1[CH:6]=[CH:7][C:8]([O:14][CH:15]([CH3:20])[C:16]([F:19])([F:18])[F:17])=[C:9]([CH:13]=1)[C:10]([OH:12])=O)(=[O:4])=[O:3].Cl.[N:22]1[CH:27]=[CH:26][CH:25]=[C:24]([S:28]([C:31]2[S:35][C:34]([N:36]3[CH2:41][CH2:40][NH:39][CH2:38][CH2:37]3)=[N:33][CH:32]=2)(=[O:30])=[O:29])[CH:23]=1. (6) Given the product [CH3:4][C:5]1([CH3:15])[O:9][N:8]=[C:7]([S:10][CH2:13][C:14]2[C:31]([O:40][CH3:41])=[N:32][N:33]([CH3:39])[C:34]=2[C:35]([F:38])([F:36])[F:37])[CH2:6]1, predict the reactants needed to synthesize it. The reactants are: O.[SH-].[Na+].[CH3:4][C:5]1([CH3:15])[O:9][N:8]=[C:7]([S:10]([CH2:13][CH3:14])(=O)=O)[CH2:6]1.C(=O)([O-])[O-].[K+].[K+].C(S([O-])=O)O.[Na+].ClCC1[C:31]([O:40][CH3:41])=[N:32][N:33]([CH3:39])[C:34]=1[C:35]([F:38])([F:37])[F:36]. (7) Given the product [CH2:10]([O:9][C:4]1[CH:5]=[CH:6][CH:7]=[CH:8][C:3]=1[CH2:1][CH3:2])[C:11]1[CH:16]=[CH:15][CH:14]=[CH:13][CH:12]=1, predict the reactants needed to synthesize it. The reactants are: [CH2:1]([C:3]1[CH:8]=[CH:7][CH:6]=[CH:5][C:4]=1[OH:9])[CH3:2].[CH2:10](Cl)[C:11]1[CH:16]=[CH:15][CH:14]=[CH:13][CH:12]=1.[OH-].[K+].Cl. (8) Given the product [Cl:1][C:2]1[CH:7]=[CH:6][CH:5]=[CH:4][C:3]=1[N:8]1[C:12]([C:13]2[N:14]=[C:15]3[C:21]4[CH:22]=[CH:23][C:24]([C:26]([NH2:33])=[O:28])=[CH:25][C:20]=4[O:19][CH2:18][CH2:17][N:16]3[CH:29]=2)=[N:11][CH:10]=[N:9]1, predict the reactants needed to synthesize it. The reactants are: [Cl:1][C:2]1[CH:7]=[CH:6][CH:5]=[CH:4][C:3]=1[N:8]1[C:12]([C:13]2[N:14]=[C:15]3[C:21]4[CH:22]=[CH:23][C:24]([C:26]([OH:28])=O)=[CH:25][C:20]=4[O:19][CH2:18][CH2:17][N:16]3[CH:29]=2)=[N:11][CH:10]=[N:9]1.[Cl-].[NH4+].C[N:33](C(ON1N=NC2C=CC=NC1=2)=[N+](C)C)C.F[P-](F)(F)(F)(F)F.C(N(C(C)C)CC)(C)C. (9) Given the product [C:9]([C:2]1[CH:7]=[CH:6][C:5]([Br:8])=[CH:4][N:3]=1)#[N:10], predict the reactants needed to synthesize it. The reactants are: Br[C:2]1[CH:7]=[CH:6][C:5]([Br:8])=[CH:4][N:3]=1.[C-:9]#[N:10].[C-]#N.[Na+].O. (10) Given the product [Cl:1][C:2]1[CH:7]=[C:6]([Cl:8])[CH:5]=[CH:4][C:3]=1/[CH:9]=[CH:10]/[CH:11]([C:13]1[CH:14]=[CH:15][C:16]([O:19][CH2:20][C:21]([C:29]2[CH:34]=[CH:33][C:32]([F:35])=[CH:31][C:30]=2[F:36])([OH:28])[CH2:22][N:23]2[CH:27]=[N:26][CH:25]=[N:24]2)=[CH:17][CH:18]=1)[OH:12], predict the reactants needed to synthesize it. The reactants are: [Cl:1][C:2]1[CH:7]=[C:6]([Cl:8])[CH:5]=[CH:4][C:3]=1/[CH:9]=[CH:10]/[C:11]([C:13]1[CH:18]=[CH:17][C:16]([O:19][CH2:20][C:21]([C:29]2[CH:34]=[CH:33][C:32]([F:35])=[CH:31][C:30]=2[F:36])([OH:28])[CH2:22][N:23]2[CH:27]=[N:26][CH:25]=[N:24]2)=[CH:15][CH:14]=1)=[O:12].[BH4-].[Na+].